Predict the reaction yield, written as a fraction of the theoretical maximum amount of product (1.0 means a 100% yield; for example, 0.34 means a 34% yield). From a dataset of Reaction yield outcomes from USPTO patents with 853,638 reactions. (1) The reactants are [C:1]([O:4][C@H:5]1[CH2:9][C@H:8]([N:10]2[CH:18]=[N:17][C:16]3[C:11]2=[N:12][CH:13]=[N:14][C:15]=3N)[O:7][C@@H:6]1[CH2:20][O:21][Si:22]([C:25]([CH3:28])([CH3:27])[CH3:26])([CH3:24])[CH3:23])(=[O:3])[CH3:2].C[Si]([Br:33])(C)C.C(ON=O)(C)(C)C.C([O-])(O)=O.[Na+]. The catalyst is C(Br)Br.C(Cl)Cl. The product is [C:1]([O:4][C@H:5]1[CH2:9][C@H:8]([N:10]2[CH:18]=[N:17][C:16]3[C:11]2=[N:12][CH:13]=[N:14][C:15]=3[Br:33])[O:7][C@@H:6]1[CH2:20][O:21][Si:22]([C:25]([CH3:28])([CH3:27])[CH3:26])([CH3:24])[CH3:23])(=[O:3])[CH3:2]. The yield is 0.550. (2) The reactants are [Cl:1][C:2]1[CH:3]=[CH:4][C:5]2[N:6]=[CH:7][NH:8][C:9](=O)[C:10]=2[N:11]=1.O=P(Cl)(Cl)[Cl:15]. No catalyst specified. The product is [Cl:15][C:9]1[C:10]2[N:11]=[C:2]([Cl:1])[CH:3]=[CH:4][C:5]=2[N:6]=[CH:7][N:8]=1. The yield is 0.860.